Dataset: Reaction yield outcomes from USPTO patents with 853,638 reactions. Task: Predict the reaction yield, written as a fraction of the theoretical maximum amount of product (1.0 means a 100% yield; for example, 0.34 means a 34% yield). (1) The reactants are Cl.[CH:2]([O:5][C:6]([N:8]1[C:17]2[C:12](=[CH:13][C:14]([C:18]([F:21])([F:20])[F:19])=[CH:15][CH:16]=2)[C@H:11]([NH:22]C(=O)C)[CH2:10][C@@H:9]1[CH:26]1[CH2:28][CH2:27]1)=[O:7])([CH3:4])[CH3:3].C(=O)([O-])[O-].[Na+].[Na+]. The catalyst is C(O)C. The product is [CH:2]([O:5][C:6]([N:8]1[C:17]2[C:12](=[CH:13][C:14]([C:18]([F:19])([F:21])[F:20])=[CH:15][CH:16]=2)[C@H:11]([NH2:22])[CH2:10][C@@H:9]1[CH:26]1[CH2:27][CH2:28]1)=[O:7])([CH3:4])[CH3:3]. The yield is 0.750. (2) The reactants are [C:1]([O:5][C:6]([NH:8][C@@H:9]([CH2:13][C:14]1[CH:15]=[N:16][C:17]([C:20]([F:23])([F:22])[F:21])=[CH:18][CH:19]=1)[C:10]([OH:12])=O)=[O:7])([CH3:4])([CH3:3])[CH3:2].[CH3:24][C:25]1([CH3:33])[O:30][C:29](=[O:31])[CH2:28][C:27](=[O:32])[O:26]1.C1(N=C=NC2CCCCC2)CCCCC1. The catalyst is CN(C)C1C=CN=CC=1.C(Cl)Cl. The product is [CH3:24][C:25]1([CH3:33])[O:30][C:29](=[O:31])[CH:28]([C:10](=[O:12])[C@@H:9]([NH:8][C:6](=[O:7])[O:5][C:1]([CH3:2])([CH3:3])[CH3:4])[CH2:13][C:14]2[CH:15]=[N:16][C:17]([C:20]([F:23])([F:22])[F:21])=[CH:18][CH:19]=2)[C:27](=[O:32])[O:26]1. The yield is 0.910. (3) The reactants are [C:1](OC(=O)C)(=[O:3])[CH3:2].[CH3:8][O:9][C:10]1[CH:36]=[CH:35][C:13]([CH2:14][O:15][C:16]2[CH:17]=[C:18]([CH:32]=[CH:33][CH:34]=2)[C:19]([NH:21][C:22]2[CH:27]=[CH:26][CH:25]=[CH:24][C:23]=2[S:28](=[O:31])(=[O:30])[NH2:29])=[O:20])=[CH:12][CH:11]=1. The catalyst is CN(C)C1C=CN=CC=1.O1CCCC1. The product is [CH3:8][O:9][C:10]1[CH:11]=[CH:12][C:13]([CH2:14][O:15][C:16]2[CH:17]=[C:18]([CH:32]=[CH:33][CH:34]=2)[C:19]([NH:21][C:22]2[CH:27]=[CH:26][CH:25]=[CH:24][C:23]=2[S:28]([NH:29][C:1](=[O:3])[CH3:2])(=[O:30])=[O:31])=[O:20])=[CH:35][CH:36]=1. The yield is 0.976.